This data is from Reaction yield outcomes from USPTO patents with 853,638 reactions. The task is: Predict the reaction yield, written as a fraction of the theoretical maximum amount of product (1.0 means a 100% yield; for example, 0.34 means a 34% yield). (1) The reactants are [ClH:1].N[C:3]1[C:4]([C:10]#[N:11])=[N:5][C:6]([I:9])=[CH:7][N:8]=1.N([O-])=O.[Na+]. The catalyst is O. The product is [Cl:1][C:3]1[C:4]([C:10]#[N:11])=[N:5][C:6]([I:9])=[CH:7][N:8]=1. The yield is 0.440. (2) The reactants are [NH2:1][C:2]1[N:24]=[C:5]2[CH:6]=[CH:7][C:8]([C:10]3[CH:23]=[CH:22][C:13]([C:14]([NH:16][CH2:17][C:18]([F:21])([F:20])[F:19])=[O:15])=[CH:12][CH:11]=3)=[CH:9][N:4]2[N:3]=1.Br[C:26]1[C:27]([O:32][CH2:33][C:34]([F:37])([F:36])[F:35])=[N:28][CH:29]=[CH:30][CH:31]=1.CC(C1C=C(C(C)C)C(C2C=CC=CC=2P(C2CCCCC2)C2CCCCC2)=C(C(C)C)C=1)C.CC(C)([O-])C.[Na+]. No catalyst specified. The product is [F:37][C:34]([F:35])([F:36])[CH2:33][O:32][C:27]1[C:26]([NH:1][C:2]2[N:24]=[C:5]3[CH:6]=[CH:7][C:8]([C:10]4[CH:11]=[CH:12][C:13]([C:14]([NH:16][CH2:17][C:18]([F:19])([F:20])[F:21])=[O:15])=[CH:22][CH:23]=4)=[CH:9][N:4]3[N:3]=2)=[CH:31][CH:30]=[CH:29][N:28]=1. The yield is 0.470. (3) The reactants are [CH:1]1([C:5]2[N:6]=[C:7]([CH2:10][CH2:11][C:12]3[CH:36]=[CH:35][N:15]4[C:16](=[O:34])[C:17](/[CH:26]=[C:27](\[CH3:33])/[C:28]([O:30]CC)=[O:29])=[C:18]([N:20]5[CH2:25][CH2:24][O:23][CH2:22][CH2:21]5)[N:19]=[C:14]4[CH:13]=3)[S:8][CH:9]=2)[CH2:4][CH2:3][CH2:2]1.[OH-].[Na+]. The catalyst is CO. The product is [CH:1]1([C:5]2[N:6]=[C:7]([CH2:10][CH2:11][C:12]3[CH:36]=[CH:35][N:15]4[C:16](=[O:34])[C:17](/[CH:26]=[C:27](\[CH3:33])/[C:28]([OH:30])=[O:29])=[C:18]([N:20]5[CH2:25][CH2:24][O:23][CH2:22][CH2:21]5)[N:19]=[C:14]4[CH:13]=3)[S:8][CH:9]=2)[CH2:4][CH2:3][CH2:2]1. The yield is 0.660. (4) The catalyst is C(O)CO.[OH-].[Na+]. The product is [ClH:14].[NH2:8][C:7]1[C:2]([F:1])=[C:3]([F:13])[CH:4]=[C:5]([F:12])[C:6]=1[SH:10]. The reactants are [F:1][C:2]1[C:7]2[N:8]=C(C)[S:10][C:6]=2[C:5]([F:12])=[CH:4][C:3]=1[F:13].[ClH:14].O1CCOCC1. The yield is 0.730. (5) The reactants are C[O:2][C:3](=O)[CH2:4][N:5]([C:7]1[CH:12]=[CH:11][C:10]([Br:13])=[C:9]([C:14]([F:17])([F:16])[F:15])[CH:8]=1)[CH3:6].[H-].[Al+3].[Li+].[H-].[H-].[H-].Cl. The catalyst is C1COCC1. The product is [Br:13][C:10]1[CH:11]=[CH:12][C:7]([N:5]([CH3:6])[CH2:4][CH2:3][OH:2])=[CH:8][C:9]=1[C:14]([F:15])([F:16])[F:17]. The yield is 0.820. (6) The reactants are C(P(C(C)(C)C)C1C=CC=CC=1C1C(C(C)C)=CC(C(C)C)=CC=1C(C)C)(C)(C)C.Br[C:32]1[N:33]=[C:34]2[CH:40]=[CH:39][N:38]([S:41]([C:44]3[CH:50]=[CH:49][C:47]([CH3:48])=[CH:46][CH:45]=3)(=[O:43])=[O:42])[C:35]2=[N:36][CH:37]=1.[C:51](=[O:58])([O:53][C:54]([CH3:57])([CH3:56])[CH3:55])[NH2:52].CC([O-])(C)C.[Na+]. The product is [S:41]([N:38]1[C:35]2=[N:36][CH:37]=[C:32]([NH:52][C:51](=[O:58])[O:53][C:54]([CH3:57])([CH3:56])[CH3:55])[N:33]=[C:34]2[CH:40]=[CH:39]1)([C:44]1[CH:50]=[CH:49][C:47]([CH3:48])=[CH:46][CH:45]=1)(=[O:43])=[O:42]. The yield is 0.180. The catalyst is C1C=CC(/C=C/C(/C=C/C2C=CC=CC=2)=O)=CC=1.C1C=CC(/C=C/C(/C=C/C2C=CC=CC=2)=O)=CC=1.C1C=CC(/C=C/C(/C=C/C2C=CC=CC=2)=O)=CC=1.[Pd].[Pd].O1CCOCC1. (7) The reactants are [CH3:1][C:2]1[C:3]([O:12][C:13]2[C:18]([CH3:19])=[CH:17][C:16]([CH3:20])=[CH:15][C:14]=2[CH3:21])=[N:4][C:5]([CH3:11])=[CH:6][C:7]=1[NH:8][CH2:9][CH3:10].C[Si]([N-][Si](C)(C)C)(C)C.[Li+].[CH3:32][CH2:33]CCCC.I[CH2:39]CC. The catalyst is C1COCC1. The product is [CH3:1][C:2]1[C:3]([O:12][C:13]2[C:18]([CH3:19])=[CH:17][C:16]([CH3:20])=[CH:15][C:14]=2[CH3:21])=[N:4][C:5]([CH3:11])=[CH:6][C:7]=1[N:8]([CH2:32][CH3:33])[CH2:9][CH2:10][CH3:39]. The yield is 0.625. (8) The reactants are I[C:2]1[C:3]([NH:14][C:15]2[CH:16]=[N:17][C:18]([O:21][CH3:22])=[CH:19][CH:20]=2)=[N:4][C:5]([N:8]2[CH2:13][CH2:12][O:11][CH2:10][CH2:9]2)=[N:6][CH:7]=1.[CH3:23][C:24]1[N:29]=[C:28]([S:30][CH3:31])[N:27]=[C:26]([Sn](CCCC)(CCCC)CCCC)[N:25]=1.[F-].[Cs+].O1CCOCC1. The catalyst is O.[Cu]I.C1C=CC([P]([Pd]([P](C2C=CC=CC=2)(C2C=CC=CC=2)C2C=CC=CC=2)([P](C2C=CC=CC=2)(C2C=CC=CC=2)C2C=CC=CC=2)[P](C2C=CC=CC=2)(C2C=CC=CC=2)C2C=CC=CC=2)(C2C=CC=CC=2)C2C=CC=CC=2)=CC=1. The product is [CH3:22][O:21][C:18]1[N:17]=[CH:16][C:15]([NH:14][C:3]2[C:2]([C:26]3[N:25]=[C:24]([CH3:23])[N:29]=[C:28]([S:30][CH3:31])[N:27]=3)=[CH:7][N:6]=[C:5]([N:8]3[CH2:13][CH2:12][O:11][CH2:10][CH2:9]3)[N:4]=2)=[CH:20][CH:19]=1. The yield is 0.353. (9) The reactants are [CH3:1][C:2]1[C:6]([CH2:7][N:8]2[CH:12]=[C:11]([N:13]3[C:17](=[O:18])[C:16]([CH3:20])([CH3:19])[N:15]([CH2:21][C:22]4[CH:27]=[CH:26][CH:25]=[C:24]([CH2:28][OH:29])[CH:23]=4)[C:14]3=[O:30])[CH:10]=[N:9]2)=[C:5]([CH3:31])[O:4][N:3]=1.[H-].[Na+].I[CH3:35]. The catalyst is CN(C)C=O.C(OCC)(=O)C. The product is [CH3:1][C:2]1[C:6]([CH2:7][N:8]2[CH:12]=[C:11]([N:13]3[C:17](=[O:18])[C:16]([CH3:20])([CH3:19])[N:15]([CH2:21][C:22]4[CH:27]=[CH:26][CH:25]=[C:24]([CH2:28][O:29][CH3:35])[CH:23]=4)[C:14]3=[O:30])[CH:10]=[N:9]2)=[C:5]([CH3:31])[O:4][N:3]=1. The yield is 0.360. (10) The reactants are [OH-].[Na+].[F:3][C:4]1[CH:5]=[C:6]([CH:28]=[C:29]([C:31]([F:34])([F:33])[F:32])[CH:30]=1)[CH2:7][C:8]1[S:9][C:10]2[C:16]([C:17]3[CH:18]=[C:19]([CH:25]=[CH:26][CH:27]=3)[C:20](OCC)=[O:21])=[CH:15][CH:14]=[CH:13][C:11]=2[CH:12]=1.Cl.[CH3:36][O:37][CH2:38][CH2:39][NH2:40].CCN=C=NCCCN(C)C.C1C=CC2N(O)N=NC=2C=1. The catalyst is O.CN(C=O)C.C(O)C. The product is [F:3][C:4]1[CH:5]=[C:6]([CH:28]=[C:29]([C:31]([F:34])([F:33])[F:32])[CH:30]=1)[CH2:7][C:8]1[S:9][C:10]2[C:16]([C:17]3[CH:18]=[C:19]([CH:25]=[CH:26][CH:27]=3)[C:20]([NH:40][CH2:39][CH2:38][O:37][CH3:36])=[O:21])=[CH:15][CH:14]=[CH:13][C:11]=2[CH:12]=1. The yield is 0.690.